From a dataset of Full USPTO retrosynthesis dataset with 1.9M reactions from patents (1976-2016). Predict the reactants needed to synthesize the given product. (1) Given the product [CH3:25][S:26]([O:1][CH:2]1[CH2:3][CH2:4][N:5]([C:8]([O:10][CH2:11][C:12]2[CH:17]=[CH:16][CH:15]=[CH:14][CH:13]=2)=[O:9])[CH2:6][CH2:7]1)(=[O:28])=[O:27], predict the reactants needed to synthesize it. The reactants are: [OH:1][CH:2]1[CH2:7][CH2:6][N:5]([C:8]([O:10][CH2:11][C:12]2[CH:17]=[CH:16][CH:15]=[CH:14][CH:13]=2)=[O:9])[CH2:4][CH2:3]1.CCN(CC)CC.[CH3:25][S:26](Cl)(=[O:28])=[O:27]. (2) Given the product [C:17]([O:23][CH2:10][CH2:9][CH:8]=[C:6]([CH3:7])[CH2:5][CH2:4]/[CH:3]=[C:2](\[CH3:1])/[CH2:11][CH2:12][CH:13]=[C:14]([CH3:16])[CH3:15])(=[O:22])[C:18]([CH3:21])([CH3:20])[CH3:19], predict the reactants needed to synthesize it. The reactants are: [CH3:1]/[C:2](/[CH2:11][CH2:12][CH:13]=[C:14]([CH3:16])[CH3:15])=[CH:3]\[CH2:4][CH2:5][C:6]([CH:8]1[CH2:10][CH2:9]1)=[CH2:7].[C:17]([OH:23])(=[O:22])[C:18]([CH3:21])([CH3:20])[CH3:19].